Dataset: Catalyst prediction with 721,799 reactions and 888 catalyst types from USPTO. Task: Predict which catalyst facilitates the given reaction. (1) Reactant: [CH2:1]([N:5]1[C:10]2=[CH:11][NH:12][CH:13]=[C:9]2[C:8](=[O:14])[N:7]([CH3:15])[C:6]1=[O:16])[CH:2]([CH3:4])[CH3:3].Br[CH2:18][C:19]1[CH:24]=[CH:23][C:22]([C:25]2[CH:30]=[CH:29][CH:28]=[CH:27][N:26]=2)=[CH:21][CH:20]=1.C(=O)([O-])[O-].[K+].[K+]. Product: [CH2:1]([N:5]1[C:10]2=[CH:11][N:12]([CH2:18][C:19]3[CH:20]=[CH:21][C:22]([C:25]4[CH:30]=[CH:29][CH:28]=[CH:27][N:26]=4)=[CH:23][CH:24]=3)[CH:13]=[C:9]2[C:8](=[O:14])[N:7]([CH3:15])[C:6]1=[O:16])[CH:2]([CH3:4])[CH3:3]. The catalyst class is: 3. (2) Reactant: [CH3:1][O:2][C:3]([C:5]1[C:6]([OH:23])=[C:7]2[C:12](=[CH:13][N:14]=1)[N:11]([C:15]1[CH:20]=[CH:19][CH:18]=[CH:17][CH:16]=1)[C:10](=[O:21])[C:9](Br)=[CH:8]2)=[O:4].[C:24]1([Sn](CCCC)(CCCC)CCCC)[CH:29]=[CH:28][CH:27]=[CH:26][CH:25]=1.CCOC(C)=O. Product: [CH3:1][O:2][C:3]([C:5]1[C:6]([OH:23])=[C:7]2[C:12](=[CH:13][N:14]=1)[N:11]([C:15]1[CH:20]=[CH:19][CH:18]=[CH:17][CH:16]=1)[C:10](=[O:21])[C:9]([C:24]1[CH:29]=[CH:28][CH:27]=[CH:26][CH:25]=1)=[CH:8]2)=[O:4]. The catalyst class is: 510.